Task: Predict the reactants needed to synthesize the given product.. Dataset: Full USPTO retrosynthesis dataset with 1.9M reactions from patents (1976-2016) (1) The reactants are: [CH:1]1([C:6]2[CH:29]=[CH:28][C:9]([CH2:10][O:11][C:12]3[CH:20]=[CH:19][C:18]4[N:17]5[CH2:21][CH2:22][CH:23]([CH2:24][C:25]([OH:27])=[O:26])[C:16]5=[CH:15][C:14]=4[CH:13]=3)=[CH:8][C:7]=2[C:30]([F:33])([F:32])[F:31])[CH2:5][CH2:4][CH2:3][CH2:2]1.[I:34]N1C(=O)CCC1=O. Given the product [CH:1]1([C:6]2[CH:29]=[CH:28][C:9]([CH2:10][O:11][C:12]3[CH:20]=[CH:19][C:18]4[N:17]5[CH2:21][CH2:22][CH:23]([CH2:24][C:25]([OH:27])=[O:26])[C:16]5=[C:15]([I:34])[C:14]=4[CH:13]=3)=[CH:8][C:7]=2[C:30]([F:33])([F:31])[F:32])[CH2:5][CH2:4][CH2:3][CH2:2]1, predict the reactants needed to synthesize it. (2) Given the product [CH3:3][C:2]1[CH2:1][CH:12]=[C:11]([Si:8]([CH3:10])([CH3:9])[CH3:7])[CH2:5][C:4]=1[CH3:6], predict the reactants needed to synthesize it. The reactants are: [CH3:1][C:2]([C:4]([CH3:6])=[CH2:5])=[CH2:3].[CH3:7][Si:8]([C:11]#[CH:12])([CH3:10])[CH3:9]. (3) Given the product [CH2:10]([S:8][C:5]1[CH:6]=[CH:7][C:2]([F:1])=[CH:3][CH:4]=1)[CH3:11], predict the reactants needed to synthesize it. The reactants are: [F:1][C:2]1[CH:7]=[CH:6][C:5]([SH:8])=[CH:4][CH:3]=1.I[CH2:10][CH3:11].C(N(CC)CC)C. (4) Given the product [O:35]1[CH2:34][CH:33]=[C:32]([C:2]2[CH:3]=[C:4]([N:11]3[CH2:16][CH2:15][N:14]([CH3:17])[CH2:13][CH2:12]3)[CH:5]=[CH:6][C:7]=2[N+:8]([O-:10])=[O:9])[CH2:37][CH2:36]1, predict the reactants needed to synthesize it. The reactants are: Br[C:2]1[CH:3]=[C:4]([N:11]2[CH2:16][CH2:15][N:14]([CH3:17])[CH2:13][CH2:12]2)[CH:5]=[CH:6][C:7]=1[N+:8]([O-:10])=[O:9].C([O-])([O-])=O.[K+].[K+].CC1(C)C(C)(C)OB([C:32]2[CH2:33][CH2:34][O:35][CH2:36][CH:37]=2)O1. (5) Given the product [CH:1]([C@:4]1([C:15]([N:17]2[CH2:18][CH2:19][N:20]([C:23]3[CH:28]=[C:27]([C:29]([F:32])([F:30])[F:31])[CH:26]=[CH:25][N:24]=3)[CH2:21][CH2:22]2)=[O:16])[CH2:8][CH2:7][C@@H:6]([N:9]([CH3:36])[CH:10]2[CH2:14][CH2:13][O:12][CH2:11]2)[CH2:5]1)([CH3:3])[CH3:2], predict the reactants needed to synthesize it. The reactants are: [CH:1]([C@:4]1([C:15]([N:17]2[CH2:22][CH2:21][N:20]([C:23]3[CH:28]=[C:27]([C:29]([F:32])([F:31])[F:30])[CH:26]=[CH:25][N:24]=3)[CH2:19][CH2:18]2)=[O:16])[CH2:8][CH2:7][C@@H:6]([NH:9][CH:10]2[CH2:14][CH2:13][O:12][CH2:11]2)[CH2:5]1)([CH3:3])[CH3:2].C=O.[BH3-][C:36]#N.[Na+]. (6) Given the product [Cl:10][C:4]1[CH:3]=[C:2]([O:11][C:12]2[CH:21]=[C:20]([CH3:23])[C:15]3[NH:16][C:17](=[O:19])[O:18][C:14]=3[CH:13]=2)[C:7]([C:8]#[N:9])=[CH:6][N:5]=1, predict the reactants needed to synthesize it. The reactants are: Cl[C:2]1[C:7]([C:8]#[N:9])=[CH:6][N:5]=[C:4]([Cl:10])[CH:3]=1.[OH:11][C:12]1[CH:21]=[CH:20][C:15]2[NH:16][C:17](=[O:19])[O:18][C:14]=2[CH:13]=1.[K].[CH3:23]C(C)([O-])C. (7) Given the product [C:4]([O-:10])(=[O:9])[CH2:5][C:6]([O-:8])=[O:7].[CH2:5]([Mg+2:2])[CH3:6], predict the reactants needed to synthesize it. The reactants are: [Cl-].[Mg+2:2].[Cl-].[C:4]([OH:10])(=[O:9])[CH2:5][C:6]([OH:8])=[O:7].C[K]. (8) Given the product [C:1]([C:3]([C:6]1[CH:7]=[C:8]([CH:21]=[CH:22][CH:23]=1)[C:9]([NH:11][C:12]1[CH:17]=[CH:16][CH:15]=[C:14]([NH:18][CH3:19])[CH:13]=1)=[O:10])([CH3:5])[CH3:4])#[N:2], predict the reactants needed to synthesize it. The reactants are: [C:1]([C:3]([C:6]1[CH:7]=[C:8]([CH:21]=[CH:22][CH:23]=1)[C:9]([NH:11][C:12]1[CH:17]=[CH:16][CH:15]=[C:14]([NH:18][CH:19]=O)[CH:13]=1)=[O:10])([CH3:5])[CH3:4])#[N:2].C(=O)([O-])O.[Na+].